Dataset: Full USPTO retrosynthesis dataset with 1.9M reactions from patents (1976-2016). Task: Predict the reactants needed to synthesize the given product. (1) Given the product [CH:43]([C:29]1[C:28]2[C:32](=[CH:33][CH:34]=[C:26]([C:2]3[CH:3]=[C:4]([NH:8][C:9](=[O:17])[CH2:10][C:11]4[CH:16]=[CH:15][CH:14]=[CH:13][CH:12]=4)[CH:5]=[N:6][CH:7]=3)[CH:27]=2)[N:31]([CH2:35][O:36][CH2:37][CH2:38][Si:39]([CH3:42])([CH3:41])[CH3:40])[N:30]=1)=[O:44], predict the reactants needed to synthesize it. The reactants are: Br[C:2]1[CH:3]=[C:4]([NH:8][C:9](=[O:17])[CH2:10][C:11]2[CH:16]=[CH:15][CH:14]=[CH:13][CH:12]=2)[CH:5]=[N:6][CH:7]=1.CC1(C)C(C)(C)OB([C:26]2[CH:27]=[C:28]3[C:32](=[CH:33][CH:34]=2)[N:31]([CH2:35][O:36][CH2:37][CH2:38][Si:39]([CH3:42])([CH3:41])[CH3:40])[N:30]=[C:29]3[CH:43]=[O:44])O1.C([O-])([O-])=O.[Na+].[Na+].COCCOC. (2) Given the product [CH3:1][C:2]1[C:3](=[O:4])[O:5][C:6]([C:27]2[O:28][C:24]3[CH:23]=[CH:22][C:21]([CH:20]=[O:19])=[CH:33][C:25]=3[CH:26]=2)=[C:8]([CH3:9])[C:7]=1[OH:10], predict the reactants needed to synthesize it. The reactants are: [CH3:1][CH:2]([C:7](=[O:10])[CH2:8][CH3:9])[C:3]([O:5][CH3:6])=[O:4].[H-].[Na+].[Li]CCCC.C[O:19][CH:20](OC)[C:21]1[CH:22]=[CH:23][C:24]2[O:28][C:27](C(OC)=O)=[CH:26][C:25]=2[CH:33]=1.[Cl-].[NH4+]. (3) Given the product [I:19][C:2]1[O:1][C:5]([C:6]([O:8][CH2:34][CH3:30])=[O:7])=[CH:4][N:3]=1, predict the reactants needed to synthesize it. The reactants are: [O:1]1[C:5]([C:6]([O-:8])=[O:7])=[CH:4][N:3]=[CH:2]1.[Li+].C[Si]([N-][Si](C)(C)C)(C)C.[I:19]C(I)C.[O-]S([O-])(=S)=O.[Na+].[Na+].[CH2:30]1[CH2:34]OCC1. (4) The reactants are: Br[C:2]1[CH:11]=[CH:10][C:9]2[C:4](=[CH:5][CH:6]=[CH:7][CH:8]=2)[CH:3]=1.[CH3:12][CH:13]([OH:17])[CH2:14][CH:15]=[CH2:16].[Cl-].[Li+].O.O.C([O-])(=O)C.[Li+].Cl. Given the product [CH:3]1[C:4]2[C:9](=[CH:8][CH:7]=[CH:6][CH:5]=2)[CH:10]=[CH:11][C:2]=1[CH2:16][CH2:15][CH2:14][C:13](=[O:17])[CH3:12], predict the reactants needed to synthesize it. (5) Given the product [C:1]([C:3]1[CH:4]=[C:5]([CH:23]=[CH:24][CH:25]=1)[CH2:6][CH2:7][O:8][CH2:9][CH2:10][C:11]([N:13]([CH2:14][CH2:15][N:27]([CH2:28][CH2:29][C:30]1[C:35]2[O:36][CH2:37][C:38](=[O:40])[NH:39][C:34]=2[C:33]([OH:41])=[CH:32][CH:31]=1)[C:61](=[O:62])[O:63][C:64]([CH3:67])([CH3:66])[CH3:65])[CH:17]1[CH2:22][CH2:21][CH2:20][CH2:19][CH2:18]1)=[O:12])#[N:2], predict the reactants needed to synthesize it. The reactants are: [C:1]([C:3]1[CH:4]=[C:5]([CH:23]=[CH:24][CH:25]=1)[CH2:6][CH2:7][O:8][CH2:9][CH2:10][C:11]([N:13]([CH:17]1[CH2:22][CH2:21][CH2:20][CH2:19][CH2:18]1)[CH2:14][CH:15]=O)=[O:12])#[N:2].Cl.[NH2:27][CH2:28][CH2:29][C:30]1[C:35]2[O:36][CH2:37][C:38](=[O:40])[NH:39][C:34]=2[C:33]([OH:41])=[CH:32][CH:31]=1.C(=O)(O)[O-].[Na+].C(O[BH-](OC(=O)C)OC(=O)C)(=O)C.[Na+].[C:61](O[C:61]([O:63][C:64]([CH3:67])([CH3:66])[CH3:65])=[O:62])([O:63][C:64]([CH3:67])([CH3:66])[CH3:65])=[O:62]. (6) The reactants are: [C:1]([C:3]1[N:8]=[C:7]([N:9]([CH3:19])[CH2:10][CH:11]2[CH2:18][CH2:17][C:14]3([CH2:16][CH2:15]3)[CH2:13][CH2:12]2)[C:6]([C:20](O)=[O:21])=[CH:5][N:4]=1)#[N:2].[C:23]1([CH2:29][C@@H:30]([NH2:37])[CH2:31][N:32]2[CH2:36][CH2:35][CH2:34][CH2:33]2)[CH:28]=[CH:27][CH:26]=[CH:25][CH:24]=1.CCN=C=NCCCN(C)C.Cl.C1C=NC2N(O)N=NC=2C=1. Given the product [C:23]1([CH2:29][C@@H:30]([NH:37][C:20]([C:6]2[C:7]([N:9]([CH3:19])[CH2:10][CH:11]3[CH2:18][CH2:17][C:14]4([CH2:15][CH2:16]4)[CH2:13][CH2:12]3)=[N:8][C:3]([C:1]#[N:2])=[N:4][CH:5]=2)=[O:21])[CH2:31][N:32]2[CH2:36][CH2:35][CH2:34][CH2:33]2)[CH:24]=[CH:25][CH:26]=[CH:27][CH:28]=1, predict the reactants needed to synthesize it. (7) Given the product [OH:36][CH2:37][C@@H:38]1[CH2:43][CH:42]2[CH:40]([CH2:41]2)[N:39]1[C:44]([O:46][C:47]([CH3:50])([CH3:49])[CH3:48])=[O:45], predict the reactants needed to synthesize it. The reactants are: CCCC[N+](CCCC)(CCCC)CCCC.[F-].[Si]([O:36][CH2:37][C@@H:38]1[CH2:43][CH:42]2[CH:40]([CH2:41]2)[N:39]1[C:44]([O:46][C:47]([CH3:50])([CH3:49])[CH3:48])=[O:45])(C(C)(C)C)(C1C=CC=CC=1)C1C=CC=CC=1.[NH4+].[Cl-].